The task is: Predict which catalyst facilitates the given reaction.. This data is from Catalyst prediction with 721,799 reactions and 888 catalyst types from USPTO. (1) Reactant: CC1(C)[O:9][C:8](=[O:10])[C:5]2([CH2:7][CH2:6]2)[C:4](=[O:11])O1.[F:13][C:14]1[CH:19]=[CH:18][C:17]([NH2:20])=[CH:16][CH:15]=1.O. Product: [F:13][C:14]1[CH:19]=[CH:18][C:17]([N:20]2[CH2:6][CH2:7][CH:5]([C:8]([OH:9])=[O:10])[C:4]2=[O:11])=[CH:16][CH:15]=1. The catalyst class is: 3. (2) Reactant: [Br:1][C:2]1[CH:10]=[CH:9][C:5]([C:6](O)=[O:7])=[CH:4][C:3]=1[F:11].[BH4-].[Na+].II. Product: [Br:1][C:2]1[CH:10]=[CH:9][C:5]([CH2:6][OH:7])=[CH:4][C:3]=1[F:11]. The catalyst class is: 1. (3) Reactant: Br[C:2]1[C:3]([CH3:18])=[C:4]([Cl:17])[C:5]([O:15][CH3:16])=[C:6]([N:8]2[CH2:13][CH2:12][N:11]([CH3:14])[CH2:10][CH2:9]2)[CH:7]=1.C(=O)=O.CC(C)=O.[Li]CCCC.C(O[B:35]1[O:39][C:38]([CH3:41])([CH3:40])[C:37]([CH3:43])([CH3:42])[O:36]1)(C)C. Product: [Cl:17][C:4]1[C:5]([O:15][CH3:16])=[C:6]([N:8]2[CH2:13][CH2:12][N:11]([CH3:14])[CH2:10][CH2:9]2)[CH:7]=[C:2]([B:35]2[O:39][C:38]([CH3:41])([CH3:40])[C:37]([CH3:43])([CH3:42])[O:36]2)[C:3]=1[CH3:18]. The catalyst class is: 1. (4) Reactant: [CH3:1][C:2]1[CH:6]=[C:5]([C:7]2([C:10]([O:12]C)=[O:11])[CH2:9][CH2:8]2)[O:4][N:3]=1.O.[OH-].[Li+].[Cl-].[NH4+].Cl. Product: [CH3:1][C:2]1[CH:6]=[C:5]([C:7]2([C:10]([OH:12])=[O:11])[CH2:8][CH2:9]2)[O:4][N:3]=1. The catalyst class is: 24. (5) Reactant: [CH3:1][S:2](Cl)(=O)=O.ClC1N=C(N(C(OC(C)(C)C)=O)C(OC(C)(C)C)=O)[N:10]=[C:9]2[N:28]([CH2:36][C:37]3[C:42]([CH3:43])=[C:41]([O:44][CH3:45])[C:40]([CH3:46])=[CH:39][N:38]=3)[N:29]=[C:30]([CH2:31][CH:32]([OH:35])[CH2:33]O)[C:8]=12.ClC1N=[C:52]([N:54]([C:62]([O:64][C:65]([CH3:68])([CH3:67])[CH3:66])=[O:63])[C:55]([O:57][C:58]([CH3:61])([CH3:60])[CH3:59])=[O:56])[N:51]=C2N(CC3C(C)=C(OC)C(C)=CN=3)N=C(CCC=O)C=12.N1C(C)=CC(C)=CC=1C.Cl. Product: [OH:35][CH:32]1[C:33]2[CH2:1][S:2][N:51]=[C:52]([N:54]([C:62]([O:64][C:65]([CH3:68])([CH3:67])[CH3:66])=[O:63])[C:55]([O:57][C:58]([CH3:60])([CH3:61])[CH3:59])=[O:56])[C:9]3=[N:10][N:28]([CH2:36][C:37]4[C:42]([CH3:43])=[C:41]([O:44][CH3:45])[C:40]([CH3:46])=[CH:39][N:38]=4)[N:29]=[C:30]([C:8]=23)[CH2:31]1. The catalyst class is: 4. (6) Reactant: C([O:3][C:4]([C:6]1([S:19]([C:22]2[CH:27]=[CH:26][C:25]([O:28][C:29]3[CH:34]=[CH:33][C:32]([Cl:35])=[CH:31][CH:30]=3)=[CH:24][CH:23]=2)(=[O:21])=[O:20])[CH2:11][CH2:10][N:9]([CH2:12][C:13]2[CH:18]=[CH:17][CH:16]=[CH:15][CH:14]=2)[CH2:8][CH2:7]1)=[O:5])C. Product: [CH2:12]([N:9]1[CH2:10][CH2:11][C:6]([S:19]([C:22]2[CH:27]=[CH:26][C:25]([O:28][C:29]3[CH:30]=[CH:31][C:32]([Cl:35])=[CH:33][CH:34]=3)=[CH:24][CH:23]=2)(=[O:20])=[O:21])([C:4]([OH:5])=[O:3])[CH2:7][CH2:8]1)[C:13]1[CH:18]=[CH:17][CH:16]=[CH:15][CH:14]=1. The catalyst class is: 702. (7) Reactant: [F:1][C:2]1[CH:7]=[CH:6][C:5]([N:8]2[C:12]([C:13]3[CH:18]=[CH:17][CH:16]=[C:15]([O:19][C:20]([F:23])([F:22])[F:21])[CH:14]=3)=[CH:11][C:10]([NH2:24])=[N:9]2)=[CH:4][CH:3]=1.[CH3:25][C@H:26]1[C:30](=[O:31])[NH:29][CH2:28][C@@H:27]1[C:32](O)=[O:33].C1C=CC2N(O)N=NC=2C=1.CCN=C=NCCCN(C)C.Cl. Product: [F:1][C:2]1[CH:7]=[CH:6][C:5]([N:8]2[C:12]([C:13]3[CH:18]=[CH:17][CH:16]=[C:15]([O:19][C:20]([F:22])([F:21])[F:23])[CH:14]=3)=[CH:11][C:10]([NH:24][C:32]([C@@H:27]3[C@@H:26]([CH3:25])[C:30](=[O:31])[NH:29][CH2:28]3)=[O:33])=[N:9]2)=[CH:4][CH:3]=1. The catalyst class is: 35. (8) Reactant: [F:1][C:2]1[C:3]([N+:11]([O-:13])=[O:12])=[CH:4][C:5]([O:9][CH3:10])=[C:6]([OH:8])[CH:7]=1.Br[CH2:15][CH2:16][CH2:17][O:18][Si:19]([C:22]([CH3:25])([CH3:24])[CH3:23])([CH3:21])[CH3:20].C(=O)([O-])[O-].[K+].[K+].[Cl-].[NH4+]. Product: [C:22]([Si:19]([O:18][CH2:17][CH2:16][CH2:15][O:8][C:6]1[CH:7]=[C:2]([F:1])[C:3]([N+:11]([O-:13])=[O:12])=[CH:4][C:5]=1[O:9][CH3:10])([CH3:20])[CH3:21])([CH3:24])([CH3:25])[CH3:23]. The catalyst class is: 9. (9) Reactant: [Br:1][C:2]1[CH:10]=[C:9]2[C:5]([CH2:6][C:7](=[O:11])[NH:8]2)=[CH:4][CH:3]=1.[CH3:12][O:13][C:14](=[O:30])[C:15]([O:20][C:21]1[CH:26]=[CH:25][C:24]([Cl:27])=[CH:23][C:22]=1[CH:28]=O)([CH2:18][CH3:19])[CH2:16][CH3:17].N1CCCC1. Product: [CH3:12][O:13][C:14](=[O:30])[C:15]([O:20][C:21]1[CH:26]=[CH:25][C:24]([Cl:27])=[CH:23][C:22]=1/[CH:28]=[C:6]1/[C:7](=[O:11])[NH:8][C:9]2[C:5]/1=[CH:4][CH:3]=[C:2]([Br:1])[CH:10]=2)([CH2:16][CH3:17])[CH2:18][CH3:19]. The catalyst class is: 5. (10) Reactant: C(NC(C)C)(C)C.C([Li])CCC.[C:13]1(=[O:19])[CH2:18][CH2:17][CH2:16][CH2:15][CH2:14]1.[CH2:20]([O:27][C:28]1[CH:33]=[C:32]([CH2:34]Br)[CH:31]=[CH:30][C:29]=1[N+:36]([O-:38])=[O:37])[C:21]1[CH:26]=[CH:25][CH:24]=[CH:23][CH:22]=1.C([O-])(O)=O.[Na+]. Product: [CH2:20]([O:27][C:28]1[CH:33]=[C:32]([CH:31]=[CH:30][C:29]=1[N+:36]([O-:38])=[O:37])[CH2:34][CH:14]1[CH2:15][CH2:16][CH2:17][CH2:18][C:13]1=[O:19])[C:21]1[CH:26]=[CH:25][CH:24]=[CH:23][CH:22]=1. The catalyst class is: 1.